This data is from Reaction yield outcomes from USPTO patents with 853,638 reactions. The task is: Predict the reaction yield, written as a fraction of the theoretical maximum amount of product (1.0 means a 100% yield; for example, 0.34 means a 34% yield). The reactants are [CH:1]1([NH2:5])[CH2:4][CH2:3][CH2:2]1.C([O-])([O-])=O.[K+].[K+].[C:12]([O:16][C:17](=[O:27])[NH:18][C:19]1[CH:24]=[N:23][C:22]([CH2:25]Br)=[CH:21][N:20]=1)([CH3:15])([CH3:14])[CH3:13]. The catalyst is C1COCC1. The product is [C:12]([O:16][C:17](=[O:27])[NH:18][C:19]1[CH:24]=[N:23][C:22]([CH2:25][NH:5][CH:1]2[CH2:4][CH2:3][CH2:2]2)=[CH:21][N:20]=1)([CH3:15])([CH3:14])[CH3:13]. The yield is 0.360.